Dataset: Forward reaction prediction with 1.9M reactions from USPTO patents (1976-2016). Task: Predict the product of the given reaction. (1) Given the reactants [Cl:1][C:2]1[CH:3]=[C:4]([CH:10]=[C:11]([Cl:14])[C:12]=1[OH:13])[C:5]([O:7][CH2:8][CH3:9])=[O:6].C(=O)([O-])[O-].[K+].[K+].[CH:21](Br)([CH3:23])[CH3:22], predict the reaction product. The product is: [CH:21]([O:13][C:12]1[C:2]([Cl:1])=[CH:3][C:4]([C:5]([O:7][CH2:8][CH3:9])=[O:6])=[CH:10][C:11]=1[Cl:14])([CH3:23])[CH3:22]. (2) Given the reactants Br[C:2]1[CH:3]=[CH:4][C:5]([NH:13][C:14]2[C:19]([C:20]([F:23])([F:22])[F:21])=[CH:18][N:17]=[C:16]([NH:24][C:25]3[CH:39]=[CH:38][C:28]([CH2:29][P:30](=[O:37])([O:34][CH2:35][CH3:36])[O:31][CH2:32][CH3:33])=[CH:27][CH:26]=3)[N:15]=2)=[C:6]2[C:10]=1[CH2:9][N:8]([CH3:11])[C:7]2=[O:12].[CH3:40][N:41](C=O)C, predict the reaction product. The product is: [C:40]([C:2]1[CH:3]=[CH:4][C:5]([NH:13][C:14]2[C:19]([C:20]([F:22])([F:21])[F:23])=[CH:18][N:17]=[C:16]([NH:24][C:25]3[CH:39]=[CH:38][C:28]([CH2:29][P:30](=[O:37])([O:31][CH2:32][CH3:33])[O:34][CH2:35][CH3:36])=[CH:27][CH:26]=3)[N:15]=2)=[C:6]2[C:10]=1[CH2:9][N:8]([CH3:11])[C:7]2=[O:12])#[N:41]. (3) The product is: [C:23]([C:21]1[CH:20]=[CH:19][N:18]2[C:14]([C:10]3[CH:9]=[C:8]([NH:7][C:5]([NH:4][CH2:3][C:2]([F:30])([F:29])[F:1])=[O:6])[CH:13]=[CH:12][CH:11]=3)=[CH:15][N:16]=[C:17]2[CH:22]=1)#[CH:24]. Given the reactants [F:1][C:2]([F:30])([F:29])[CH2:3][NH:4][C:5]([NH:7][C:8]1[CH:13]=[CH:12][CH:11]=[C:10]([C:14]2[N:18]3[CH:19]=[CH:20][C:21]([C:23]#[C:24][Si](C)(C)C)=[CH:22][C:17]3=[N:16][CH:15]=2)[CH:9]=1)=[O:6].[F-].C([N+](CCCC)(CCCC)CCCC)CCC, predict the reaction product. (4) The product is: [F:25][C:24]([F:26])([F:27])[C:22]1[CH:23]=[C:18]([CH:19]=[C:20]([C:28]([F:31])([F:30])[F:29])[CH:21]=1)[CH2:17][O:16][CH2:15][C:5]1([C:9]2[CH:14]=[CH:13][CH:12]=[CH:11][CH:10]=2)[CH2:6][CH2:7][CH2:8][C:3](=[O:2])[CH2:4]1. Given the reactants C1CO[C:3]2([CH2:8][CH2:7][CH2:6][C:5]([CH2:15][O:16][CH2:17][C:18]3[CH:23]=[C:22]([C:24]([F:27])([F:26])[F:25])[CH:21]=[C:20]([C:28]([F:31])([F:30])[F:29])[CH:19]=3)([C:9]3[CH:14]=[CH:13][CH:12]=[CH:11][CH:10]=3)[CH2:4]2)[O:2]1.Cl.C(=O)(O)[O-].[Na+].ClCCl, predict the reaction product. (5) Given the reactants [C:1](=O)([O:12][C@@H:13]([CH3:18])[C:14]([F:17])([F:16])[F:15])[O:2]C1C=CC([N+]([O-])=O)=CC=1.[CH2:20]([N:27]1[CH2:31][CH2:30][C@H:29]([NH2:32])[CH2:28]1)[C:21]1[CH:26]=[CH:25][CH:24]=[CH:23][CH:22]=1, predict the reaction product. The product is: [CH2:20]([N:27]1[CH2:31][CH2:30][C@H:29]([NH:32][C:1](=[O:2])[O:12][C@@H:13]([CH3:18])[C:14]([F:17])([F:16])[F:15])[CH2:28]1)[C:21]1[CH:22]=[CH:23][CH:24]=[CH:25][CH:26]=1.